From a dataset of Forward reaction prediction with 1.9M reactions from USPTO patents (1976-2016). Predict the product of the given reaction. Given the reactants [F:1][C:2]([F:17])([S:13]([OH:16])(=[O:15])=[O:14])[C:3]([F:12])([F:11])[C:4]([F:10])([F:9])[C:5]([F:8])([F:7])[F:6].[OH-].[CH2:19]([N+:26]([CH3:29])([CH3:28])[CH3:27])[C:20]1[CH:25]=[CH:24][CH:23]=[CH:22][CH:21]=1, predict the reaction product. The product is: [CH2:19]([N+:26]([CH3:29])([CH3:28])[CH3:27])[C:20]1[CH:25]=[CH:24][CH:23]=[CH:22][CH:21]=1.[F:17][C:2]([F:1])([S:13]([O-:16])(=[O:15])=[O:14])[C:3]([F:11])([F:12])[C:4]([F:10])([F:9])[C:5]([F:8])([F:7])[F:6].